This data is from Full USPTO retrosynthesis dataset with 1.9M reactions from patents (1976-2016). The task is: Predict the reactants needed to synthesize the given product. Given the product [Cl:9][C:10]1[CH:15]=[CH:14][CH:13]=[CH:12][C:11]=1[C@H:16]1[O:18][C@:17]1([CH2:26][N:27]1[C:31]([S:34][CH2:32][CH3:33])=[N:30][CH:29]=[N:28]1)[C:19]1[CH:20]=[CH:21][C:22]([F:25])=[CH:23][CH:24]=1, predict the reactants needed to synthesize it. The reactants are: [Li+].CC([N-]C(C)C)C.[Cl:9][C:10]1[CH:15]=[CH:14][CH:13]=[CH:12][C:11]=1[C@H:16]1[O:18][C@:17]1([CH2:26][N:27]1[CH:31]=[N:30][CH:29]=[N:28]1)[C:19]1[CH:24]=[CH:23][C:22]([F:25])=[CH:21][CH:20]=1.[CH2:32]([S:34]SCC)[CH3:33].